This data is from Reaction yield outcomes from USPTO patents with 853,638 reactions. The task is: Predict the reaction yield, written as a fraction of the theoretical maximum amount of product (1.0 means a 100% yield; for example, 0.34 means a 34% yield). (1) The reactants are Br[C:2]1[CH:7]=[CH:6][CH:5]=[CH:4][C:3]=1[CH2:8][CH2:9][CH:10]=[CH2:11].[Li]CCCC.CN(C)[CH:19]=[O:20]. The catalyst is C1COCC1. The yield is 0.920. The product is [CH2:8]([C:3]1[CH:4]=[CH:5][CH:6]=[CH:7][C:2]=1[CH:19]=[O:20])[CH2:9][CH:10]=[CH2:11]. (2) The reactants are [OH:1][C:2]1[CH:9]=[C:8]([O:10][C:11]2[CH:20]=[CH:19][C:14]3[B:15]([OH:18])[O:16][CH2:17][C:13]=3[CH:12]=2)[CH:7]=[CH:6][C:3]=1[C:4]#[N:5].[H-].[Na+].[CH:23]1(I)[CH2:27][CH2:26][CH2:25][CH2:24]1. The catalyst is C1COCC1.CN(C=O)C. The product is [CH:23]1([O:1][C:2]2[CH:9]=[C:8]([O:10][C:11]3[CH:20]=[CH:19][C:14]4[B:15]([OH:18])[O:16][CH2:17][C:13]=4[CH:12]=3)[CH:7]=[CH:6][C:3]=2[C:4]#[N:5])[CH2:27][CH2:26][CH2:25][CH2:24]1. The yield is 0.126. (3) The reactants are C(OC([N:8]1[CH2:13][CH2:12][CH:11]([C:14]2[CH:19]=[CH:18][C:17]([NH:20][C:21]([C:23]3[N:27]=[C:26]([Cl:28])[N:25](COCC[Si](C)(C)C)[N:24]=3)=[O:22])=[C:16]([C:37]3[CH2:42][CH2:41][CH2:40][CH2:39][CH:38]=3)[CH:15]=2)[CH2:10][CH2:9]1)=O)(C)(C)C.CCO.[C:46]([OH:52])([C:48]([F:51])([F:50])[F:49])=[O:47]. The catalyst is C(Cl)Cl. The product is [F:49][C:48]([F:51])([F:50])[C:46]([OH:52])=[O:47].[C:37]1([C:16]2[CH:15]=[C:14]([CH:11]3[CH2:10][CH2:9][NH:8][CH2:13][CH2:12]3)[CH:19]=[CH:18][C:17]=2[NH:20][C:21]([C:23]2[N:27]=[C:26]([Cl:28])[NH:25][N:24]=2)=[O:22])[CH2:42][CH2:41][CH2:40][CH2:39][CH:38]=1. The yield is 0.580.